From a dataset of Reaction yield outcomes from USPTO patents with 853,638 reactions. Predict the reaction yield, written as a fraction of the theoretical maximum amount of product (1.0 means a 100% yield; for example, 0.34 means a 34% yield). (1) The reactants are [Br:1][C:2]1[CH:3]=[C:4]2[C:8](=[CH:9][CH:10]=1)[NH:7][C:6](=[O:11])[C:5]2=O.[F:13][C:14]([F:23])([F:22])[C:15]1[CH:16]=[C:17]([CH:19]=[CH:20][CH:21]=1)[NH2:18].C(O)(=O)C. The catalyst is CO. The product is [Br:1][C:2]1[CH:3]=[C:4]2[C:8](=[CH:9][CH:10]=1)[NH:7][C:6](=[O:11])/[C:5]/2=[N:18]\[C:17]1[CH:19]=[CH:20][CH:21]=[C:15]([C:14]([F:13])([F:22])[F:23])[CH:16]=1. The yield is 0.400. (2) The reactants are [Br:1][C:2]1[CH:3]=[C:4]([C:10]2[C:18]3[C:13](=[N:14][CH:15]=[N:16][C:17]=3[NH2:19])[N:12]([CH:20]([CH3:22])[CH3:21])[N:11]=2)[CH:5]=[C:6]([O:8]C)[CH:7]=1.B(Br)(Br)Br. The catalyst is C(Cl)Cl. The product is [NH2:19][C:17]1[N:16]=[CH:15][N:14]=[C:13]2[N:12]([CH:20]([CH3:22])[CH3:21])[N:11]=[C:10]([C:4]3[CH:5]=[C:6]([OH:8])[CH:7]=[C:2]([Br:1])[CH:3]=3)[C:18]=12. The yield is 0.310.